This data is from Reaction yield outcomes from USPTO patents with 853,638 reactions. The task is: Predict the reaction yield, written as a fraction of the theoretical maximum amount of product (1.0 means a 100% yield; for example, 0.34 means a 34% yield). (1) The yield is 0.620. The product is [NH:9]1[C:10]2[C:15](=[CH:14][CH:13]=[CH:12][CH:11]=2)[CH:16]=[C:8]1[C:3]1[CH:4]=[CH:5][CH:6]=[CH:7][C:2]=1[NH:1][C:24](=[O:25])[CH2:23][C:17]1[CH:22]=[CH:21][CH:20]=[CH:19][CH:18]=1. The reactants are [NH2:1][C:2]1[CH:7]=[CH:6][CH:5]=[CH:4][C:3]=1[C:8]1[NH:9][C:10]2[C:15]([CH:16]=1)=[CH:14][CH:13]=[CH:12][CH:11]=2.[C:17]1([CH2:23][C:24](O)=[O:25])[CH:22]=[CH:21][CH:20]=[CH:19][CH:18]=1. No catalyst specified. (2) The reactants are [OH:1][C:2]1[C:3]([CH2:15][CH:16]=[C:17]([CH3:20])[CH2:18][OH:19])=[C:4]([O:13][CH3:14])[C:5]([CH3:12])=[C:6]2[C:10]=1[C:9](=[O:11])[O:8][CH2:7]2.Br[CH2:22][P:23](=[O:32])([O:28][CH:29]([CH3:31])[CH3:30])[O:24][CH:25]([CH3:27])[CH3:26].CC(C)([O-])C.[Li+]. The catalyst is CN(C=O)C. The product is [CH:29]([O:28][P:23]([CH2:22][O:19][CH2:18][C:17]([CH3:20])=[CH:16][CH2:15][C:3]1[C:2]([OH:1])=[C:10]2[C:6](=[C:5]([CH3:12])[C:4]=1[O:13][CH3:14])[CH2:7][O:8][C:9]2=[O:11])(=[O:32])[O:24][CH:25]([CH3:27])[CH3:26])([CH3:31])[CH3:30]. The yield is 0.320. (3) The reactants are [Cl:1][C:2]1[CH:28]=[CH:27][C:5]([CH2:6][NH:7][C:8]([C:10]2[C:11]([OH:26])=[C:12]3[CH:18]=[C:17]([CH2:19][N:20]4[CH2:25][CH2:24][O:23][CH2:22][CH2:21]4)[S:16][C:13]3=[N:14][CH:15]=2)=[O:9])=[CH:4][CH:3]=1.C1(P(C2C=CC=CC=2)C2C=CC=CC=2)C=CC=CC=1.O[CH2:49][CH2:50][N:51]1[CH2:55][CH2:54][CH2:53][CH2:52]1.[OH-].[Na+]. The catalyst is C1COCC1. The product is [Cl:1][C:2]1[CH:28]=[CH:27][C:5]([CH2:6][NH:7][C:8]([C:10]2[C:11](=[O:26])[C:12]3[CH:18]=[C:17]([CH2:19][N:20]4[CH2:21][CH2:22][O:23][CH2:24][CH2:25]4)[S:16][C:13]=3[N:14]([CH2:49][CH2:50][N:51]3[CH2:55][CH2:54][CH2:53][CH2:52]3)[CH:15]=2)=[O:9])=[CH:4][CH:3]=1. The yield is 0.110. (4) The reactants are [F:1][C:2]1[C:7]([F:8])=[CH:6][CH:5]=[C:4]([C:9]([NH:11][O:12][CH2:13][CH2:14][OH:15])=[O:10])[C:3]=1[NH:16][C:17]1[CH:36]=[CH:35][C:20]([C:21](OC2C(F)=C(F)C(F)=C(F)C=2F)=[O:22])=[CH:19][CH:18]=1.[BH4-].[Na+].Cl. The catalyst is C1COCC1.O. The product is [F:1][C:2]1[C:3]([NH:16][C:17]2[CH:36]=[CH:35][C:20]([CH2:21][OH:22])=[CH:19][CH:18]=2)=[C:4]([CH:5]=[CH:6][C:7]=1[F:8])[C:9]([NH:11][O:12][CH2:13][CH2:14][OH:15])=[O:10]. The yield is 0.370.